This data is from Peptide-MHC class II binding affinity with 134,281 pairs from IEDB. The task is: Regression. Given a peptide amino acid sequence and an MHC pseudo amino acid sequence, predict their binding affinity value. This is MHC class II binding data. The peptide sequence is DSYKFIPTLVAAVKQ. The MHC is HLA-DQA10201-DQB10202 with pseudo-sequence HLA-DQA10201-DQB10202. The binding affinity (normalized) is 0.198.